This data is from Peptide-MHC class II binding affinity with 134,281 pairs from IEDB. The task is: Regression. Given a peptide amino acid sequence and an MHC pseudo amino acid sequence, predict their binding affinity value. This is MHC class II binding data. (1) The peptide sequence is KPVSQMRMATPLLMRPM. The MHC is H-2-IAd with pseudo-sequence H-2-IAd. The binding affinity (normalized) is 0.846. (2) The peptide sequence is LSSNDLAKYKANWIE. The MHC is HLA-DPA10103-DPB10301 with pseudo-sequence HLA-DPA10103-DPB10301. The binding affinity (normalized) is 0. (3) The peptide sequence is LALVGFLGGLITGTS. The MHC is DRB1_0405 with pseudo-sequence DRB1_0405. The binding affinity (normalized) is 0.210.